This data is from Peptide-MHC class II binding affinity with 134,281 pairs from IEDB. The task is: Regression. Given a peptide amino acid sequence and an MHC pseudo amino acid sequence, predict their binding affinity value. This is MHC class II binding data. (1) The peptide sequence is YDWFLANVSTVLTGK. The MHC is DRB1_1001 with pseudo-sequence DRB1_1001. The binding affinity (normalized) is 0.615. (2) The peptide sequence is GELQIVDKILAAFKI. The MHC is DRB1_1201 with pseudo-sequence DRB1_1201. The binding affinity (normalized) is 0.814. (3) The peptide sequence is ACCRTHDMCPDVMSAGES. The MHC is DRB1_0401 with pseudo-sequence DRB1_0401. The binding affinity (normalized) is 0.0206.